This data is from Forward reaction prediction with 1.9M reactions from USPTO patents (1976-2016). The task is: Predict the product of the given reaction. (1) Given the reactants [C:1](=[O:17])([O:12][C:13]([CH3:16])([CH3:15])[CH3:14])[O:2][C:3]1[CH:8]=[CH:7][C:6](Br)=[CH:5][C:4]=1[C:10]#[N:11].[CH2:18](C([SnH3])=C(CCCC)CCCC)[CH2:19]CC, predict the reaction product. The product is: [C:1](=[O:17])([O:2][C:3]1[CH:8]=[CH:7][C:6]([CH:18]=[CH2:19])=[CH:5][C:4]=1[C:10]#[N:11])[O:12][C:13]([CH3:16])([CH3:15])[CH3:14]. (2) Given the reactants [C:1]([O:4][C:5]1[CH:31]=[CH:30][C:8]2[C:9]([C:12]([NH:14][C:15]3[CH:27]=[CH:26][C:25]([C:28]#[N:29])=[CH:24][C:16]=3[C:17]([O:19]C(C)(C)C)=[O:18])=[O:13])=[N:10][O:11][C:7]=2[CH:6]=1)(=[O:3])[CH3:2], predict the reaction product. The product is: [C:1]([O:4][C:5]1[CH:31]=[CH:30][C:8]2[C:9]([C:12]([NH:14][C:15]3[CH:27]=[CH:26][C:25]([C:28]#[N:29])=[CH:24][C:16]=3[C:17]([OH:19])=[O:18])=[O:13])=[N:10][O:11][C:7]=2[CH:6]=1)(=[O:3])[CH3:2].